Dataset: Reaction yield outcomes from USPTO patents with 853,638 reactions. Task: Predict the reaction yield, written as a fraction of the theoretical maximum amount of product (1.0 means a 100% yield; for example, 0.34 means a 34% yield). (1) The reactants are O[CH2:2][N:3]1[C:7](=[O:8])[C:6]2=[CH:9][CH:10]=[CH:11][CH:12]=[C:5]2[C:4]1=[O:13].[Br:14][C:15]1[CH:20]=[CH:19][C:18]([N+:21]([O-:23])=[O:22])=[CH:17][C:16]=1[CH3:24]. The catalyst is OS(C(F)(F)F)(=O)=O. The product is [Br:14][C:15]1[C:16]([CH3:24])=[CH:17][C:18]([N+:21]([O-:23])=[O:22])=[CH:19][C:20]=1[CH2:2][N:3]1[C:7](=[O:8])[C:6]2[C:5](=[CH:12][CH:11]=[CH:10][CH:9]=2)[C:4]1=[O:13]. The yield is 0.940. (2) The reactants are [CH:1]([C:4]1[C:5](=[O:15])[NH:6][C:7]2([CH2:14][CH2:13][CH2:12][CH2:11][CH2:10][CH2:9]2)[N:8]=1)([CH3:3])[CH3:2].[H-].[Na+].[CH2:18](Br)[CH:19]=[CH2:20]. The catalyst is CN(C=O)C. The product is [CH2:20]([N:6]1[C:7]2([CH2:9][CH2:10][CH2:11][CH2:12][CH2:13][CH2:14]2)[N:8]=[C:4]([CH:1]([CH3:3])[CH3:2])[C:5]1=[O:15])[CH:19]=[CH2:18]. The yield is 0.780. (3) The reactants are [CH3:1][N:2]([CH3:16])[CH2:3][CH2:4][N:5]([CH3:15])[C:6]1[CH:7]=[N:8][C:9]([N+:12]([O-])=O)=[CH:10][CH:11]=1. The catalyst is C(O)C. The product is [CH3:1][N:2]([CH3:16])[CH2:3][CH2:4][N:5]([CH3:15])[C:6]1[CH:11]=[CH:10][C:9]([NH2:12])=[N:8][CH:7]=1. The yield is 1.00. (4) The reactants are [Br:1][C:2]1[N:7]=[CH:6][C:5]2[C:8](I)=[CH:9][N:10]([CH:11]([CH3:13])[CH3:12])[C:4]=2[CH:3]=1.CC1(C)C(C)(C)OB([C:23]2[CH:24]=[N:25][N:26]([CH2:28][C:29]([NH2:31])=[O:30])[CH:27]=2)O1.C(=O)([O-])[O-].[Na+].[Na+]. The catalyst is C(#N)C.CC(P(C(C)(C)C)C1C=CC(N(C)C)=CC=1)(C)C.CC(P(C(C)(C)C)C1C=CC(N(C)C)=CC=1)(C)C.Cl[Pd]Cl. The product is [Br:1][C:2]1[N:7]=[CH:6][C:5]2[C:8]([C:23]3[CH:24]=[N:25][N:26]([CH2:28][C:29]([NH2:31])=[O:30])[CH:27]=3)=[CH:9][N:10]([CH:11]([CH3:13])[CH3:12])[C:4]=2[CH:3]=1. The yield is 0.250. (5) The reactants are [OH:1][CH2:2][C:3]1([CH2:6][OH:7])[CH2:5][CH2:4]1.[Br:8][C:9]1[CH:14]=[C:13]([F:15])[C:12](O)=[C:11]([F:17])[CH:10]=1.C1(P(C2C=CC=CC=2)C2C=CC=CC=2)C=CC=CC=1.N(C(OC(C)C)=O)=NC(OC(C)C)=O. The catalyst is C1COCC1. The product is [Br:8][C:9]1[CH:14]=[C:13]([F:15])[C:12]([O:1][CH2:2][C:3]2([CH2:6][OH:7])[CH2:5][CH2:4]2)=[C:11]([F:17])[CH:10]=1. The yield is 0.700. (6) The reactants are [NH2:1][C:2]1[NH:6][N:5]=[C:4]([C:7]([F:10])([F:9])[F:8])[N:3]=1.[F:11][C:12]1[CH:13]=[C:14]([CH:17]=[CH:18][C:19]=1F)[C:15]#[N:16].C(=O)([O-])[O-].[K+].[K+]. The catalyst is O.C(OCC)(=O)C.CN(C)C=O. The product is [NH2:1][C:2]1[N:6]([C:19]2[CH:18]=[CH:17][C:14]([C:15]#[N:16])=[CH:13][C:12]=2[F:11])[N:5]=[C:4]([C:7]([F:10])([F:9])[F:8])[N:3]=1. The yield is 0.586. (7) The reactants are [CH3:1][C:2]1[CH:7]=[CH:6][C:5]([N:8]([C:52]2[CH:57]=[CH:56][C:55]([CH3:58])=[CH:54][CH:53]=2)[C:9]2[CH:22]=[CH:21][C:20]3[C:19]([C:24]4[CH:29]=[CH:28][CH:27]=[CH:26][CH:25]=4)(O)[C:18]4[C:13](=[CH:14][CH:15]=[C:16]([N:30]([C:38]5[CH:43]=[CH:42][C:41]([CH3:44])=[CH:40][CH:39]=5)[C:31]5[CH:36]=[CH:35][C:34]([CH3:37])=[CH:33][CH:32]=5)[CH:17]=4)[C:12]([C:46]4[CH:51]=[CH:50][CH:49]=[CH:48][CH:47]=4)(O)[C:11]=3[CH:10]=2)=[CH:4][CH:3]=1.[I-].[Na+].O.[PH2]([O-])=O.[Na+].O. The catalyst is C(O)(=O)C. The product is [CH3:44][C:41]1[CH:40]=[CH:39][C:38]([N:30]([C:31]2[CH:36]=[CH:35][C:34]([CH3:37])=[CH:33][CH:32]=2)[C:16]2[CH:15]=[CH:14][C:13]3[C:18](=[C:19]([C:24]4[CH:29]=[CH:28][CH:27]=[CH:26][CH:25]=4)[C:20]4[C:11]([C:12]=3[C:46]3[CH:47]=[CH:48][CH:49]=[CH:50][CH:51]=3)=[CH:10][C:9]([N:8]([C:5]3[CH:6]=[CH:7][C:2]([CH3:1])=[CH:3][CH:4]=3)[C:52]3[CH:57]=[CH:56][C:55]([CH3:58])=[CH:54][CH:53]=3)=[CH:22][CH:21]=4)[CH:17]=2)=[CH:43][CH:42]=1. The yield is 0.760.